From a dataset of Full USPTO retrosynthesis dataset with 1.9M reactions from patents (1976-2016). Predict the reactants needed to synthesize the given product. (1) Given the product [CH3:1][O:2][C:3]([C:5]1[N:6]=[CH:7][C:8]([N:11]2[CH2:16][CH2:15][N:14]([C:28]3[C:29]4[C:34](=[CH:33][CH:32]=[CH:31][CH:30]=4)[C:25]([CH2:18][C:19]4[CH:24]=[CH:23][CH:22]=[CH:21][CH:20]=4)=[N:26][N:27]=3)[CH2:13][C@H:12]2[CH3:17])=[N:9][CH:10]=1)=[O:4], predict the reactants needed to synthesize it. The reactants are: [CH3:1][O:2][C:3]([C:5]1[N:6]=[CH:7][C:8]([N:11]2[CH2:16][CH2:15][NH:14][CH2:13][C@H:12]2[CH3:17])=[N:9][CH:10]=1)=[O:4].[CH2:18]([C:25]1[C:34]2[C:29](=[CH:30][CH:31]=[CH:32][CH:33]=2)[C:28](Cl)=[N:27][N:26]=1)[C:19]1[CH:24]=[CH:23][CH:22]=[CH:21][CH:20]=1.C(N(CC)CC)C. (2) Given the product [CH3:20][O:21][C:22]1[CH:27]=[CH:26][C:25]([C:6]2[CH:7]=[C:8]3[C:3](=[CH:4][CH:5]=2)[C:2](=[O:1])[CH2:11][CH2:10][CH2:9]3)=[CH:24][CH:23]=1, predict the reactants needed to synthesize it. The reactants are: [O:1]=[C:2]1[CH2:11][CH2:10][CH2:9][C:8]2[CH:7]=[C:6](OS(C(F)(F)F)(=O)=O)[CH:5]=[CH:4][C:3]1=2.[CH3:20][O:21][C:22]1[CH:27]=[CH:26][C:25](B(O)O)=[CH:24][CH:23]=1.C([O-])([O-])=O.[K+].[K+]. (3) The reactants are: CC1(C)[O:6][CH:5]([CH2:7][O:8][C:9]2[CH:14]=[CH:13][N:12]3[C:15]([C:18]([OH:20])=O)=[CH:16][N:17]=[C:11]3[CH:10]=2)[CH2:4][O:3]1.C(Cl)(=O)C(Cl)=O.[CH2:28]([N:35]1[C:43]2[CH:42]=[CH:41][CH:40]=[C:39]([NH2:44])[C:38]=2[CH:37]=[N:36]1)[C:29]1[CH:34]=[CH:33][CH:32]=[CH:31][CH:30]=1.CCN(C(C)C)C(C)C. Given the product [CH2:28]([N:35]1[C:43]2[C:38](=[C:39]([NH:44][C:18]([C:15]3[N:12]4[CH:13]=[CH:14][C:9]([O:8][CH2:7][CH:5]([OH:6])[CH2:4][OH:3])=[CH:10][C:11]4=[N:17][CH:16]=3)=[O:20])[CH:40]=[CH:41][CH:42]=2)[CH:37]=[N:36]1)[C:29]1[CH:30]=[CH:31][CH:32]=[CH:33][CH:34]=1, predict the reactants needed to synthesize it.